Dataset: Forward reaction prediction with 1.9M reactions from USPTO patents (1976-2016). Task: Predict the product of the given reaction. (1) The product is: [N:45]1([CH2:2][CH2:3][CH2:4][O:5][C:6]2[CH:40]=[CH:39][C:9]([CH2:10][CH2:11][C:12]3[CH:17]=[CH:16][C:15]([F:18])=[CH:14][C:13]=3[C:19]3[N:24]=[C:23]([N:25]4[C:29]([C:30]([F:33])([F:32])[F:31])=[C:28]([C:34]([O:36][CH2:37][CH3:38])=[O:35])[CH:27]=[N:26]4)[CH:22]=[CH:21][CH:20]=3)=[C:8]([CH3:41])[CH:7]=2)[CH:46]=[N:49][CH:48]=[N:44]1. Given the reactants Br[CH2:2][CH2:3][CH2:4][O:5][C:6]1[CH:40]=[CH:39][C:9]([CH2:10][CH2:11][C:12]2[CH:17]=[CH:16][C:15]([F:18])=[CH:14][C:13]=2[C:19]2[N:24]=[C:23]([N:25]3[C:29]([C:30]([F:33])([F:32])[F:31])=[C:28]([C:34]([O:36][CH2:37][CH3:38])=[O:35])[CH:27]=[N:26]3)[CH:22]=[CH:21][CH:20]=2)=[C:8]([CH3:41])[CH:7]=1.[Na].N1C=[CH:46][N:45]=[N:44]1.[CH3:48][N:49](C=O)C, predict the reaction product. (2) Given the reactants C(O)(=O)C.[NH2:5][C@@H:6]1[CH2:12][CH2:11][CH2:10][CH2:9][CH2:8][C@H:7]1[C:13]([O:15][CH3:16])=[O:14].[Cl:17][C:18]1[CH:23]=[CH:22][C:21]([S:24](Cl)(=[O:26])=[O:25])=[CH:20][CH:19]=1.C(N(CC)CC)C, predict the reaction product. The product is: [Cl:17][C:18]1[CH:23]=[CH:22][C:21]([S:24]([NH:5][C@@H:6]2[CH2:12][CH2:11][CH2:10][CH2:9][CH2:8][C@H:7]2[C:13]([O:15][CH3:16])=[O:14])(=[O:26])=[O:25])=[CH:20][CH:19]=1.